Dataset: Peptide-MHC class I binding affinity with 185,985 pairs from IEDB/IMGT. Task: Regression. Given a peptide amino acid sequence and an MHC pseudo amino acid sequence, predict their binding affinity value. This is MHC class I binding data. (1) The peptide sequence is HFRGFSKSI. The MHC is HLA-A66:01 with pseudo-sequence HLA-A66:01. The binding affinity (normalized) is 0. (2) The peptide sequence is TLITLILSNK. The MHC is HLA-A11:01 with pseudo-sequence HLA-A11:01. The binding affinity (normalized) is 0.887. (3) The peptide sequence is GYDRRGEKY. The MHC is HLA-B40:01 with pseudo-sequence HLA-B40:01. The binding affinity (normalized) is 0.0847. (4) The peptide sequence is ASKFVYVSV. The MHC is HLA-A30:01 with pseudo-sequence HLA-A30:01. The binding affinity (normalized) is 0.896. (5) The peptide sequence is TSASFTDLY. The MHC is HLA-A02:01 with pseudo-sequence HLA-A02:01. The binding affinity (normalized) is 0.0847. (6) The peptide sequence is FVNRYGVAY. The MHC is HLA-B48:01 with pseudo-sequence HLA-B48:01. The binding affinity (normalized) is 0.0847. (7) The peptide sequence is WMRGRGRAL. The MHC is HLA-B08:01 with pseudo-sequence HLA-B08:01. The binding affinity (normalized) is 0.787.